From a dataset of Forward reaction prediction with 1.9M reactions from USPTO patents (1976-2016). Predict the product of the given reaction. (1) Given the reactants [Cl:1][C:2]1[CH:3]=[C:4]([SH:8])[CH:5]=[CH:6][CH:7]=1.C([O-])([O-])=O.[K+].[K+].Cl[CH2:16][C:17]1[CH:22]=[C:21]([OH:23])[N:20]2[N:24]=[C:25]([CH3:27])[CH:26]=[C:19]2[N:18]=1.O, predict the reaction product. The product is: [Cl:1][C:2]1[CH:3]=[C:4]([S:8][CH2:16][C:17]2[CH:22]=[C:21]([OH:23])[N:20]3[N:24]=[C:25]([CH3:27])[CH:26]=[C:19]3[N:18]=2)[CH:5]=[CH:6][CH:7]=1. (2) Given the reactants O1CCCCC1[N:7]1[C:15]2[C:10](=[CH:11][C:12]([C:16]3[N:20]=[CH:19][N:18](C(C4C=CC=CC=4)(C4C=CC=CC=4)C4C=CC=CC=4)[N:17]=3)=[CH:13][CH:14]=2)[C:9]([C:40]2[CH:41]=[C:42]([CH:47]=[CH:48][CH:49]=2)[C:43](OC)=[O:44])=[N:8]1.O.[OH-].[Li+].[CH2:53]1[C:61]2[C:56](=[CH:57][CH:58]=[CH:59][CH:60]=2)[C@H:55]([NH2:62])[C@@H:54]1[OH:63].O.ON1C2C=CC=CC=2N=N1.Cl.CN(C)CCCN=C=NCC, predict the reaction product. The product is: [NH:17]1[C:16]([C:12]2[CH:11]=[C:10]3[C:15](=[CH:14][CH:13]=2)[NH:7][N:8]=[C:9]3[C:40]2[CH:41]=[C:42]([C:43]([NH:62][C@H:55]3[C:56]4[C:61](=[CH:60][CH:59]=[CH:58][CH:57]=4)[CH2:53][C@H:54]3[OH:63])=[O:44])[CH:47]=[CH:48][CH:49]=2)=[N:20][CH:19]=[N:18]1. (3) Given the reactants C1(P(C2C=CC=CC=2)C2C=CC=CC=2)C=CC=CC=1.[N:20]([CH:23]([C:25]1[O:26][C:27]2[CH:39]=[CH:38][CH:37]=[CH:36][C:28]=2[C:29]=1[C:30]1[CH:35]=[CH:34][CH:33]=[CH:32][CH:31]=1)[CH3:24])=[N+]=[N-], predict the reaction product. The product is: [C:30]1([C:29]2[C:28]3[CH:36]=[CH:37][CH:38]=[CH:39][C:27]=3[O:26][C:25]=2[CH:23]([NH2:20])[CH3:24])[CH:31]=[CH:32][CH:33]=[CH:34][CH:35]=1. (4) Given the reactants [ClH:1].[ClH:2].[C:3]1([C:10]2[CH:16]=[CH:15][C:13](N)=[CH:12][CH:11]=2)[CH:9]=[CH:8][C:6](N)=[CH:5][CH:4]=1.[N+:17]([O-])([O-])=O.[K+].S(=O)(=O)(O)O, predict the reaction product. The product is: [Cl:1][C:8]1[CH:6]=[CH:5][C:4]2[NH:17][C:16]3[C:10]([C:3]=2[CH:9]=1)=[CH:11][C:12]([Cl:2])=[CH:13][CH:15]=3. (5) Given the reactants [CH3:1][C:2]1[C:6]([C:7]2[C:8]([O:28][CH3:29])=[CH:9][C:10]3[C:11]4[N:19]([CH2:20][CH:21]5[CH2:26][CH2:25][O:24][CH2:23][CH2:22]5)[C:18](=O)[NH:17][C:12]=4[CH:13]=[N:14][C:15]=3[CH:16]=2)=[C:5]([CH3:30])[O:4][N:3]=1.O=P(Cl)(Cl)[Cl:33].P(Cl)(Cl)(Cl)(Cl)Cl, predict the reaction product. The product is: [Cl:33][C:18]1[N:19]([CH2:20][CH:21]2[CH2:26][CH2:25][O:24][CH2:23][CH2:22]2)[C:11]2[C:10]3[CH:9]=[C:8]([O:28][CH3:29])[C:7]([C:6]4[C:2]([CH3:1])=[N:3][O:4][C:5]=4[CH3:30])=[CH:16][C:15]=3[N:14]=[CH:13][C:12]=2[N:17]=1. (6) Given the reactants [CH:1]1([CH2:7][C@@H:8]([NH2:24])[CH2:9][N:10]2[CH2:15][CH2:14][N:13]([C:16]3[CH:21]=[CH:20][CH:19]=[CH:18][C:17]=3[O:22][CH3:23])[CH2:12][CH2:11]2)[CH2:6][CH2:5][CH2:4][CH2:3][CH2:2]1.C(N(CC)CC)C.[CH3:32][C:33]1([C:39]([Cl:41])=[O:40])[CH2:38][CH2:37][CH2:36][CH2:35][CH2:34]1, predict the reaction product. The product is: [OH2:22].[ClH:41].[CH:1]1([CH2:7][C@@H:8]([NH:24][C:39]([C:33]2([CH3:32])[CH2:38][CH2:37][CH2:36][CH2:35][CH2:34]2)=[O:40])[CH2:9][N:10]2[CH2:15][CH2:14][N:13]([C:16]3[CH:21]=[CH:20][CH:19]=[CH:18][C:17]=3[O:22][CH3:23])[CH2:12][CH2:11]2)[CH2:6][CH2:5][CH2:4][CH2:3][CH2:2]1. (7) Given the reactants [Si]([O:18][C:19]1[CH:54]=[CH:53][C:22]([O:23][CH2:24][C@@H:25]([OH:52])[CH2:26][NH:27][CH2:28][CH2:29][C:30]2[CH:35]=[CH:34][C:33]([N:36]3[C:40]4=[N:41][CH:42]=[CH:43][CH:44]=[C:39]4[N:38]=[C:37]3[CH2:45][CH2:46][CH:47]3[CH2:51][CH2:50][CH2:49][CH2:48]3)=[CH:32][CH:31]=2)=[CH:21][CH:20]=1)(C(C)(C)C)(C1C=CC=CC=1)C1C=CC=CC=1, predict the reaction product. The product is: [CH:47]1([CH2:46][CH2:45][C:37]2[N:36]([C:33]3[CH:34]=[CH:35][C:30]([CH2:29][CH2:28][NH:27][CH2:26][C@H:25]([OH:52])[CH2:24][O:23][C:22]4[CH:53]=[CH:54][C:19]([OH:18])=[CH:20][CH:21]=4)=[CH:31][CH:32]=3)[C:40]3=[N:41][CH:42]=[CH:43][CH:44]=[C:39]3[N:38]=2)[CH2:48][CH2:49][CH2:50][CH2:51]1.